From a dataset of Full USPTO retrosynthesis dataset with 1.9M reactions from patents (1976-2016). Predict the reactants needed to synthesize the given product. (1) Given the product [Cl:1][C:2]1[CH:3]=[CH:4][C:5]([CH2:6][C@H:7]([C:8]([N:10]2[CH2:11][CH2:12][CH:13]([N:16]([CH:24]3[CH2:29][CH2:28][CH2:27][CH2:26][CH2:25]3)[C:17]([N:19]([CH2:20][CH3:21])[CH2:22][CH3:23])=[O:18])[CH2:14][CH2:15]2)=[O:9])[NH2:30])=[CH:38][CH:39]=1, predict the reactants needed to synthesize it. The reactants are: [Cl:1][C:2]1[CH:39]=[CH:38][C:5]([CH2:6][C@@H:7]([NH:30]C(=O)OC(C)(C)C)[C:8]([N:10]2[CH2:15][CH2:14][CH:13]([N:16]([CH:24]3[CH2:29][CH2:28][CH2:27][CH2:26][CH2:25]3)[C:17]([N:19]([CH2:22][CH3:23])[CH2:20][CH3:21])=[O:18])[CH2:12][CH2:11]2)=[O:9])=[CH:4][CH:3]=1. (2) Given the product [C:7]1([CH:6]([N:13]2[C:21]3[C:16](=[CH:17][C:18]([CH2:22][CH2:23][CH2:24][C:25]4[CH:34]=[CH:33][C:32]5[CH2:31][CH2:30][CH2:29][NH:28][C:27]=5[N:26]=4)=[CH:19][CH:20]=3)[CH:15]=[CH:14]2)[CH2:5][C:4]([OH:35])=[O:3])[CH:8]=[CH:9][CH:10]=[CH:11][CH:12]=1, predict the reactants needed to synthesize it. The reactants are: C([O:3][C:4](=[O:35])[CH:5]=[C:6]([N:13]1[C:21]2[C:16](=[CH:17][C:18]([CH2:22][CH2:23][CH2:24][C:25]3[CH:34]=[CH:33][C:32]4[C:27](=[N:28][CH:29]=[CH:30][CH:31]=4)[N:26]=3)=[CH:19][CH:20]=2)[CH:15]=[CH:14]1)[C:7]1[CH:12]=[CH:11][CH:10]=[CH:9][CH:8]=1)C. (3) Given the product [Cl:1][C:2]1[CH:7]=[CH:6][C:5]([C:8]2[S:9][CH:10]=[C:11]([CH2:13][S:14][C:15]3[N:20]=[C:19]([N:21]([CH3:26])[CH2:22][C:23]([NH:42][CH3:41])=[O:24])[C:18]([C:27]#[N:28])=[C:17]([C:29]4[CH:30]=[CH:31][C:32]([O:35][CH2:36][CH2:37][OH:38])=[CH:33][CH:34]=4)[C:16]=3[C:39]#[N:40])[N:12]=2)=[CH:4][CH:3]=1, predict the reactants needed to synthesize it. The reactants are: [Cl:1][C:2]1[CH:7]=[CH:6][C:5]([C:8]2[S:9][CH:10]=[C:11]([CH2:13][S:14][C:15]3[N:20]=[C:19]([N:21]([CH3:26])[CH2:22][C:23](O)=[O:24])[C:18]([C:27]#[N:28])=[C:17]([C:29]4[CH:34]=[CH:33][C:32]([O:35][CH2:36][CH2:37][OH:38])=[CH:31][CH:30]=4)[C:16]=3[C:39]#[N:40])[N:12]=2)=[CH:4][CH:3]=1.[CH3:41][N:42](C(ON1N=NC2C=CC=NC1=2)=[N+](C)C)C.F[P-](F)(F)(F)(F)F.CN.C(N(CC)C(C)C)(C)C. (4) Given the product [I:1][CH2:11][C:6]1[O:5][C:4]([CH3:13])([CH3:3])[O:9][C:8](=[O:10])[CH:7]=1, predict the reactants needed to synthesize it. The reactants are: [I-:1].[Na+].[CH3:3][C:4]1([CH3:13])[O:9][C:8](=[O:10])[CH:7]=[C:6]([CH2:11]Cl)[O:5]1. (5) Given the product [OH:4][CH2:3][CH:5]1[C:17]2[CH:16]=[C:15]([C:18]([OH:20])=[O:19])[CH:14]=[CH:13][C:12]=2[C:11]2[C:6]1=[CH:7][CH:8]=[CH:9][CH:10]=2, predict the reactants needed to synthesize it. The reactants are: [BH4-].[Na+].[CH:3]([CH:5]1[C:17]2[CH:16]=[C:15]([C:18]([OH:20])=[O:19])[CH:14]=[CH:13][C:12]=2[C:11]2[C:6]1=[CH:7][CH:8]=[CH:9][CH:10]=2)=[O:4].Cl.C1C(=C)C=CC=1.